Dataset: Full USPTO retrosynthesis dataset with 1.9M reactions from patents (1976-2016). Task: Predict the reactants needed to synthesize the given product. (1) Given the product [F:17][C:16]1([F:18])[CH2:15][O:14][C:13]([NH2:19])=[N:12][C@@:11]21[C:4]1[C:5](=[CH:6][CH:7]=[C:2]([C:24]3[CH:25]=[N:26][CH:27]=[C:22]([O:21][CH3:20])[CH:23]=3)[CH:3]=1)[O:8][CH2:9][CH2:10]2, predict the reactants needed to synthesize it. The reactants are: Br[C:2]1[CH:3]=[C:4]2[C@@:11]3([C:16]([F:18])([F:17])[CH2:15][O:14][C:13]([NH2:19])=[N:12]3)[CH2:10][CH2:9][O:8][C:5]2=[CH:6][CH:7]=1.[CH3:20][O:21][C:22]1[CH:23]=[C:24](B(O)O)[CH:25]=[N:26][CH:27]=1. (2) The reactants are: [N:1]1([CH2:7][CH2:8][O:9][C:10]2[CH:15]=[CH:14][C:13]([NH2:16])=[CH:12][CH:11]=2)[CH2:6][CH2:5][CH2:4][CH2:3][CH2:2]1.[CH3:17][C:18]1[CH:26]=[CH:25][CH:24]=[C:23]2[C:19]=1[C:20](=[CH:28]O)[C:21](=[O:27])[NH:22]2. Given the product [CH3:17][C:18]1[CH:26]=[CH:25][CH:24]=[C:23]2[C:19]=1[C:20](=[CH:28][NH:16][C:13]1[CH:12]=[CH:11][C:10]([O:9][CH2:8][CH2:7][N:1]3[CH2:2][CH2:3][CH2:4][CH2:5][CH2:6]3)=[CH:15][CH:14]=1)[C:21](=[O:27])[NH:22]2, predict the reactants needed to synthesize it.